Dataset: Forward reaction prediction with 1.9M reactions from USPTO patents (1976-2016). Task: Predict the product of the given reaction. Given the reactants [Cl:1][C:2]1[CH:3]=[C:4]([NH:15][C:16]2[C:17]3[N:18]([CH:24]=[C:25](C(O)=O)[C:26]=3[CH3:27])[N:19]=[CH:20][C:21]=2[C:22]#[N:23])[CH:5]=[CH:6][C:7]=1[S:8][C:9]1[N:10]([CH3:14])[CH:11]=[CH:12][N:13]=1.CC[N:33]([CH2:36]C)CC.C1C=CC(P(N=[N+]=[N-])(C2C=CC=CC=2)=[O:45])=CC=1.[Si](N=[N+]=[N-])(C)(C)C.[N:62]1([CH2:68][CH2:69][NH2:70])[CH2:67][CH2:66][O:65][CH2:64][CH2:63]1, predict the reaction product. The product is: [Cl:1][C:2]1[CH:3]=[C:4]([NH:15][C:16]2[C:17]3[N:18]([CH:24]=[C:25]([NH:33][C:36]([NH:70][CH2:69][CH2:68][N:62]4[CH2:67][CH2:66][O:65][CH2:64][CH2:63]4)=[O:45])[C:26]=3[CH3:27])[N:19]=[CH:20][C:21]=2[C:22]#[N:23])[CH:5]=[CH:6][C:7]=1[S:8][C:9]1[N:10]([CH3:14])[CH:11]=[CH:12][N:13]=1.